From a dataset of Full USPTO retrosynthesis dataset with 1.9M reactions from patents (1976-2016). Predict the reactants needed to synthesize the given product. (1) The reactants are: [C:1]([O:5][C:6]([NH:8][C:9]1[S:17][C:16]2[C:11](=[N:12][C:13]([C:18]3[CH:23]=[CH:22][CH:21]=[CH:20][CH:19]=3)=[CH:14][CH:15]=2)[C:10]=1[C:24]([O:26]CC)=[O:25])=[O:7])([CH3:4])([CH3:3])[CH3:2].[Li+].[OH-].C1COCC1.CO. Given the product [C:1]([O:5][C:6]([NH:8][C:9]1[S:17][C:16]2[C:11](=[N:12][C:13]([C:18]3[CH:19]=[CH:20][CH:21]=[CH:22][CH:23]=3)=[CH:14][CH:15]=2)[C:10]=1[C:24]([OH:26])=[O:25])=[O:7])([CH3:4])([CH3:2])[CH3:3], predict the reactants needed to synthesize it. (2) Given the product [Cl:15][CH2:16][CH2:17][NH:18][C:19]([NH:13][C:11]1[CH:10]=[N:9][N:8]([CH2:7][C:6]2[C:2]([CH3:1])=[N:3][O:4][C:5]=2[CH3:14])[CH:12]=1)=[O:20], predict the reactants needed to synthesize it. The reactants are: [CH3:1][C:2]1[C:6]([CH2:7][N:8]2[CH:12]=[C:11]([NH2:13])[CH:10]=[N:9]2)=[C:5]([CH3:14])[O:4][N:3]=1.[Cl:15][CH2:16][CH2:17][N:18]=[C:19]=[O:20].